From a dataset of Catalyst prediction with 721,799 reactions and 888 catalyst types from USPTO. Predict which catalyst facilitates the given reaction. (1) Reactant: [NH2:1][C:2]1[C:7]([C:8]([O:10][CH3:11])=[O:9])=[C:6](Cl)[CH:5]=[C:4](Cl)[N:3]=1.[CH3:14][O-:15].[Na+].[CH3:17][OH:18]. Product: [NH2:1][C:2]1[C:7]([C:8]([O:10][CH3:11])=[O:9])=[C:6]([O:15][CH3:14])[CH:5]=[C:4]([O:18][CH3:17])[N:3]=1. The catalyst class is: 15. (2) Reactant: [NH2:1][C@H:2]1[C:11]2[C:6](=[CH:7][CH:8]=[C:9]([Br:12])[CH:10]=2)[N:5]([C:13](=[O:15])[CH3:14])[C@@H:4]([CH:16]2[CH2:18][CH2:17]2)[C@@H:3]1[CH3:19].F[C:21]1[N:26]=[CH:25][CH:24]=[CH:23][N:22]=1.CCN(C(C)C)C(C)C. Product: [Br:12][C:9]1[CH:10]=[C:11]2[C:6](=[CH:7][CH:8]=1)[N:5]([C:13](=[O:15])[CH3:14])[C@@H:4]([CH:16]1[CH2:18][CH2:17]1)[C@H:3]([CH3:19])[C@H:2]2[NH:1][C:21]1[N:26]=[CH:25][CH:24]=[CH:23][N:22]=1. The catalyst class is: 435. (3) Reactant: [CH2:1]([O:4][C:5]1([CH3:34])[CH2:10][CH2:9][N:8]([C:11]2[C:12]3[N:13]([N:24]=[C:25]([C:27]4[CH:32]=[CH:31][CH:30]=[C:29]([Br:33])[CH:28]=4)[CH:26]=3)[CH:14]=[C:15]([CH3:23])[C:16]=2[C:17](=[O:22])[C:18]([O:20][CH3:21])=[O:19])[CH2:7][CH2:6]1)[CH:2]=[CH2:3].CB1N2CCC[C@@H]2C(C2C=CC=CC=2)(C2C=CC=CC=2)O1.C(=O)=O.C(#N)C.[B]1OC2C(=CC=CC=2)O1. Product: [CH2:1]([O:4][C:5]1([CH3:34])[CH2:6][CH2:7][N:8]([C:11]2[C:12]3[N:13]([N:24]=[C:25]([C:27]4[CH:32]=[CH:31][CH:30]=[C:29]([Br:33])[CH:28]=4)[CH:26]=3)[CH:14]=[C:15]([CH3:23])[C:16]=2[C@H:17]([OH:22])[C:18]([O:20][CH3:21])=[O:19])[CH2:9][CH2:10]1)[CH:2]=[CH2:3]. The catalyst class is: 260.